From a dataset of Full USPTO retrosynthesis dataset with 1.9M reactions from patents (1976-2016). Predict the reactants needed to synthesize the given product. Given the product [CH2:15]([C:12]1([CH2:19][CH2:20][CH2:21][CH3:22])[C:11]2[C:6](=[CH:7][C:8]([F:23])=[CH:9][CH:10]=2)[C:5]([OH:24])=[C:4]([C:3]2[NH:27][C:28]3[CH:33]=[CH:32][CH:31]=[CH:30][C:29]=3[S:34](=[O:35])(=[O:36])[N:37]=2)[C:13]1=[O:14])[CH2:16][CH2:17][CH3:18], predict the reactants needed to synthesize it. The reactants are: CS[C:3](SC)=[C:4]1[C:13](=[O:14])[C:12]([CH2:19][CH2:20][CH2:21][CH3:22])([CH2:15][CH2:16][CH2:17][CH3:18])[C:11]2[C:6](=[CH:7][C:8]([F:23])=[CH:9][CH:10]=2)[C:5]1=[O:24].[NH2:27][C:28]1[CH:33]=[CH:32][CH:31]=[CH:30][C:29]=1[S:34]([NH2:37])(=[O:36])=[O:35].